Dataset: Full USPTO retrosynthesis dataset with 1.9M reactions from patents (1976-2016). Task: Predict the reactants needed to synthesize the given product. (1) Given the product [F:1][C:2]1[CH:7]=[C:6]([C:25]2[CH:30]=[CH:29][CH:28]=[CH:27][C:26]=2[S:31]([N:34]2[CH2:39][CH2:38][N:37]3[CH2:40][CH2:41][CH2:42][CH:36]3[CH2:35]2)(=[O:32])=[O:33])[CH:5]=[CH:4][C:3]=1[C:17]1[N:18]=[CH:19][C:20]([NH2:23])=[N:21][CH:22]=1, predict the reactants needed to synthesize it. The reactants are: [F:1][C:2]1[CH:7]=[C:6](B2OC(C)(C)C(C)(C)O2)[CH:5]=[CH:4][C:3]=1[C:17]1[N:18]=[CH:19][C:20]([NH2:23])=[N:21][CH:22]=1.Br[C:25]1[CH:30]=[CH:29][CH:28]=[CH:27][C:26]=1[S:31]([N:34]1[CH2:39][CH2:38][N:37]2[CH2:40][CH2:41][CH2:42][CH:36]2[CH2:35]1)(=[O:33])=[O:32]. (2) Given the product [C:19]([NH:18][C:14]1[CH:13]=[C:12]([CH:17]=[CH:16][CH:15]=1)[O:11][C:9]1[CH:10]=[CH:2][C:3]([C:4]([OH:5])=[O:22])=[CH:7][CH:8]=1)(=[O:21])[CH3:20], predict the reactants needed to synthesize it. The reactants are: C[C:2]1[CH:10]=[C:9]([O:11][C:12]2[CH:17]=[CH:16][CH:15]=[C:14]([NH:18][C:19](=[O:21])[CH3:20])[CH:13]=2)[CH:8]=[CH:7][C:3]=1[C:4](N)=[O:5].[OH-:22].[Na+].Cl. (3) Given the product [Cl:26][C:23]1[CH:24]=[CH:25][C:20]([C:18]2[N:19]=[C:14]([N:3]3[CH:7]=[CH:6][N:5]=[CH:4]3)[N:15]3[C:38](=[O:39])[NH:35][N:34]=[C:16]3[C:17]=2[C:27]2[CH:28]=[CH:29][C:30]([Cl:33])=[CH:31][CH:32]=2)=[CH:21][CH:22]=1, predict the reactants needed to synthesize it. The reactants are: C([N:3]1[CH:7]=[CH:6][N:5]=[CH:4]1)([N:3]1[CH:7]=[CH:6][N:5]=[CH:4]1)=O.Cl[C:14]1[N:19]=[C:18]([C:20]2[CH:25]=[CH:24][C:23]([Cl:26])=[CH:22][CH:21]=2)[C:17]([C:27]2[CH:32]=[CH:31][C:30]([Cl:33])=[CH:29][CH:28]=2)=[C:16]([NH:34][NH2:35])[N:15]=1.C1C[O:39][CH2:38]C1. (4) Given the product [C:1]([O:5][C:6](=[O:35])[N:7]([C:16]1[S:17][C@:18]2([CH2:32][O:33][CH3:34])[C@H:20]([C@:21]([C:24]3[C:25]([F:31])=[N:26][CH:27]=[C:28]([NH2:36])[CH:29]=3)([CH3:23])[N:22]=1)[CH2:19]2)[CH2:8][O:9][CH2:10][CH2:11][Si:12]([CH3:15])([CH3:14])[CH3:13])([CH3:4])([CH3:3])[CH3:2], predict the reactants needed to synthesize it. The reactants are: [C:1]([O:5][C:6](=[O:35])[N:7]([C:16]1[S:17][C@:18]2([CH2:32][O:33][CH3:34])[C@H:20]([C@:21]([C:24]3[C:25]([F:31])=[N:26][CH:27]=[C:28](Br)[CH:29]=3)([CH3:23])[N:22]=1)[CH2:19]2)[CH2:8][O:9][CH2:10][CH2:11][Si:12]([CH3:15])([CH3:14])[CH3:13])([CH3:4])([CH3:3])[CH3:2].[N-:36]=[N+]=[N-].[Na+].O[C@H]([C@@H]1C([O-])=C(O)C(=O)O1)CO.[Na+].CN[C@@H]1CCCC[C@H]1NC.[NH4+].[Cl-].CP(C)C. (5) Given the product [C:7]([CH:5]([CH:3]([C:2]([O-:11])=[O:10])[OH:4])[OH:6])([O-:9])=[O:8].[Sb+3:13].[C:7]([CH:5]([CH:3]([C:2]([O-:11])=[O:10])[OH:4])[OH:6])([O-:9])=[O:8].[C:7]([CH:5]([CH:3]([C:2]([O-:11])=[O:10])[OH:4])[OH:6])([O-:9])=[O:8].[Sb+3:1], predict the reactants needed to synthesize it. The reactants are: [Sb:1].[C:2]([OH:11])(=[O:10])[C@@H:3]([C@H:5]([C:7]([OH:9])=[O:8])[OH:6])[OH:4].O=[Sb:13]O[Sb]=O. (6) Given the product [CH3:27][N:24]1[C:23](=[O:28])[C:22]2[CH:29]=[CH:30][C:19]([O:1][C:2]3[CH:3]=[C:4]([CH:9]=[C:10]([O:12][C@H:13]4[CH2:17][CH2:16][O:15][CH2:14]4)[CH:11]=3)[C:5]([O:7][CH3:8])=[O:6])=[CH:20][C:21]=2[O:26][CH2:25]1, predict the reactants needed to synthesize it. The reactants are: [OH:1][C:2]1[CH:3]=[C:4]([CH:9]=[C:10]([O:12][C@H:13]2[CH2:17][CH2:16][O:15][CH2:14]2)[CH:11]=1)[C:5]([O:7][CH3:8])=[O:6].F[C:19]1[CH:30]=[CH:29][C:22]2[C:23](=[O:28])[N:24]([CH3:27])[CH2:25][O:26][C:21]=2[CH:20]=1.C(=O)([O-])[O-].[K+].[K+].C(OCC)(=O)C. (7) Given the product [C:34]([O:33][C:32]([NH:31][CH2:28][C:29]#[C:30][C:2]1[C:7]([C@H:8]2[CH2:12][CH2:11][CH2:10][N:9]2[C:13]2[CH:18]=[CH:17][N:16]3[N:19]=[CH:20][C:21]([C:22]([O:24][CH2:25][CH3:26])=[O:23])=[C:15]3[N:14]=2)=[CH:6][C:5]([F:27])=[CH:4][N:3]=1)=[O:38])([CH3:37])([CH3:36])[CH3:35], predict the reactants needed to synthesize it. The reactants are: Cl[C:2]1[C:7]([C@H:8]2[CH2:12][CH2:11][CH2:10][N:9]2[C:13]2[CH:18]=[CH:17][N:16]3[N:19]=[CH:20][C:21]([C:22]([O:24][CH2:25][CH3:26])=[O:23])=[C:15]3[N:14]=2)=[CH:6][C:5]([F:27])=[CH:4][N:3]=1.[CH2:28]([NH:31][C:32](=[O:38])[O:33][C:34]([CH3:37])([CH3:36])[CH3:35])[C:29]#[CH:30].C1(P(C2C=CC=CC=2)C2C=CC=CC=2)C=CC=CC=1.C(NC(C)C)(C)C.